This data is from Reaction yield outcomes from USPTO patents with 853,638 reactions. The task is: Predict the reaction yield, written as a fraction of the theoretical maximum amount of product (1.0 means a 100% yield; for example, 0.34 means a 34% yield). The reactants are [C:1]([O:4][C@H:5]1[C@@H:19]([O:20][C:21](=[O:23])[CH3:22])[C@H:18]([O:24][C:25](=[O:27])[CH3:26])[C@@H:17]([CH2:28][O:29][C:30](=[O:32])[CH3:31])[O:16][C@@H:6]1[O:7][C:8]1[CH:13]=[CH:12][C:11](Br)=[CH:10][C:9]=1[Cl:15])(=[O:3])[CH3:2].[CH3:33][O:34][C:35]([C:37]1[CH:42]=[CH:41][C:40](B(O)O)=[CH:39][CH:38]=1)=[O:36].C(=O)([O-])[O-].[Cs+].[Cs+]. The catalyst is C1C=CC([P]([Pd]([P](C2C=CC=CC=2)(C2C=CC=CC=2)C2C=CC=CC=2)([P](C2C=CC=CC=2)(C2C=CC=CC=2)C2C=CC=CC=2)[P](C2C=CC=CC=2)(C2C=CC=CC=2)C2C=CC=CC=2)(C2C=CC=CC=2)C2C=CC=CC=2)=CC=1. The product is [C:1]([O:4][C@H:5]1[C@@H:19]([O:20][C:21](=[O:23])[CH3:22])[C@H:18]([O:24][C:25](=[O:27])[CH3:26])[C@@H:17]([CH2:28][O:29][C:30](=[O:32])[CH3:31])[O:16][C@@H:6]1[O:7][C:8]1[CH:13]=[CH:12][C:11]([C:40]2[CH:41]=[CH:42][C:37]([C:35]([O:34][CH3:33])=[O:36])=[CH:38][CH:39]=2)=[CH:10][C:9]=1[Cl:15])(=[O:3])[CH3:2]. The yield is 0.420.